Dataset: Forward reaction prediction with 1.9M reactions from USPTO patents (1976-2016). Task: Predict the product of the given reaction. (1) Given the reactants O=C1C2C(=CC=CC=2)N=C(C(OCC)=O)N1.[F:17][C:18]1[CH:19]=[C:20]([C:24]2[C:32]3[C:31](=[O:33])[NH:30][C:29]([C:34]([O:36]CC)=O)=[N:28][C:27]=3[S:26][CH:25]=2)[CH:21]=[CH:22][CH:23]=1.C1(C(C2C=CC=CC=2)(C2C=CC=CC=2)N2C=NC(CCCOC3C=C(CN)C=CN=3)=N2)C=CC=CC=1.C1(C(C2C=CC=CC=2)(C2C=CC=CC=2)[N:82]2[CH:86]=[N:85][C:84]([O:87][CH2:88][CH2:89][O:90][C:91]3[CH:92]=[C:93]([CH2:97][NH2:98])[CH:94]=[CH:95][CH:96]=3)=[N:83]2)C=CC=CC=1, predict the reaction product. The product is: [F:17][C:18]1[CH:19]=[C:20]([C:24]2[C:32]3[C:31](=[O:33])[NH:30][C:29]([C:34]([NH:98][CH2:97][C:93]4[CH:94]=[CH:95][CH:96]=[C:91]([O:90][CH2:89][CH2:88][O:87][C:84]5[N:85]=[CH:86][NH:82][N:83]=5)[CH:92]=4)=[O:36])=[N:28][C:27]=3[S:26][CH:25]=2)[CH:21]=[CH:22][CH:23]=1. (2) Given the reactants N#N.[NH:3]1[C:7]2[CH:8]=[CH:9][CH:10]=[CH:11][C:6]=2[N:5]=[C:4]1[C@H:12]([NH:22][C:23]([NH:25][CH2:26][CH2:27][N:28]1[CH2:33][CH2:32][NH:31][CH2:30][CH2:29]1)=[O:24])[CH2:13][C:14]1[CH:19]=[CH:18][C:17]([O:20][CH3:21])=[CH:16][CH:15]=1.C(N1CC[O:39][CH2:38][CH2:37]1)C.CN(C(ON1N=NC2C=CC=CC1=2)=[N+](C)C)C.[B-](F)(F)(F)F.C(O)(=O)C, predict the reaction product. The product is: [NH:3]1[C:7]2[CH:8]=[CH:9][CH:10]=[CH:11][C:6]=2[N:5]=[C:4]1[C@H:12]([NH:22][C:23]([NH:25][CH2:26][CH2:27][N:28]1[CH2:33][CH2:32][N:31]([C:38](=[O:39])[CH3:37])[CH2:30][CH2:29]1)=[O:24])[CH2:13][C:14]1[CH:19]=[CH:18][C:17]([O:20][CH3:21])=[CH:16][CH:15]=1. (3) Given the reactants O=C1C2C(=CC=CC=2)C(=O)[N:3]1[CH2:12][C@@H:13]([NH:25][C:26]([C:28]1[S:29][C:30]([CH2:39][CH3:40])=[C:31]([C:33]2[N:37]([CH3:38])[N:36]=[CH:35][CH:34]=2)[CH:32]=1)=[O:27])[CH2:14][C:15]1[CH:20]=[CH:19][CH:18]=[CH:17][C:16]=1[C:21]([F:24])([F:23])[F:22].NN.Cl, predict the reaction product. The product is: [NH2:3][CH2:12][C@@H:13]([NH:25][C:26]([C:28]1[S:29][C:30]([CH2:39][CH3:40])=[C:31]([C:33]2[N:37]([CH3:38])[N:36]=[CH:35][CH:34]=2)[CH:32]=1)=[O:27])[CH2:14][C:15]1[CH:20]=[CH:19][CH:18]=[CH:17][C:16]=1[C:21]([F:24])([F:23])[F:22]. (4) Given the reactants Br[C:2]1[CH:7]=[CH:6][C:5]([C@@H:8]([N:10]2[CH2:15][CH2:14][C@:13]([CH2:22][C:23]([OH:26])([CH3:25])[CH3:24])([C:16]3[CH:21]=[CH:20][CH:19]=[CH:18][CH:17]=3)[O:12][C:11]2=[O:27])[CH3:9])=[CH:4][CH:3]=1.[CH3:28][C:29]1[CH:34]=[C:33](B(O)O)[CH:32]=[CH:31][N:30]=1, predict the reaction product. The product is: [OH:26][C:23]([CH3:25])([CH3:24])[CH2:22][C@@:13]1([C:16]2[CH:21]=[CH:20][CH:19]=[CH:18][CH:17]=2)[O:12][C:11](=[O:27])[N:10]([C@H:8]([C:5]2[CH:6]=[CH:7][C:2]([C:33]3[CH:32]=[CH:31][N:30]=[C:29]([CH3:28])[CH:34]=3)=[CH:3][CH:4]=2)[CH3:9])[CH2:15][CH2:14]1. (5) Given the reactants [Cl:1][C:2]1[N:7]=[C:6]([Cl:8])[C:5]([O:9][CH2:10][C:11](=[O:13])[CH3:12])=[C:4]([N:14]2[CH2:19][CH2:18][O:17][CH2:16][CH2:15]2)[N:3]=1.CC(C[AlH]CC(C)C)C, predict the reaction product. The product is: [Cl:1][C:2]1[N:7]=[C:6]([Cl:8])[C:5]([O:9][CH2:10][CH:11]([OH:13])[CH3:12])=[C:4]([N:14]2[CH2:19][CH2:18][O:17][CH2:16][CH2:15]2)[N:3]=1.